From a dataset of Full USPTO retrosynthesis dataset with 1.9M reactions from patents (1976-2016). Predict the reactants needed to synthesize the given product. (1) Given the product [CH2:1]([C:8]1[C:9]2[N:10]([C:20](=[O:29])[C:21]([CH2:23][C:24]3[O:25][CH:26]=[CH:27][CH:28]=3)([CH2:31][C:32]3[CH:33]=[CH:34][C:35]([B:38]4[O:39][C:40]([CH3:46])([CH3:45])[C:41]([CH3:44])([CH3:43])[O:42]4)=[CH:36][CH:37]=3)[N:22]=2)[CH:11]=[C:12]([C:14]2[CH:19]=[CH:18][CH:17]=[CH:16][CH:15]=2)[N:13]=1)[C:2]1[CH:3]=[CH:4][CH:5]=[CH:6][CH:7]=1, predict the reactants needed to synthesize it. The reactants are: [CH2:1]([C:8]1[NH:13][C:12]([C:14]2[CH:19]=[CH:18][CH:17]=[CH:16][CH:15]=2)=[CH:11][N:10]2[C:20](=[O:29])[C:21]([CH2:23][C:24]3[O:25][CH:26]=[CH:27][CH:28]=3)=[N:22][C:9]=12)[C:2]1[CH:7]=[CH:6][CH:5]=[CH:4][CH:3]=1.Br[CH2:31][C:32]1[CH:37]=[CH:36][C:35]([B:38]2[O:42][C:41]([CH3:44])([CH3:43])[C:40]([CH3:46])([CH3:45])[O:39]2)=[CH:34][CH:33]=1.C(=O)([O-])[O-].[K+].[K+].[I-].[K+]. (2) Given the product [F:11][C:5]1[CH:4]=[C:3]([CH:1]2[CH2:2][O:20]2)[CH:10]=[CH:9][C:6]=1[C:7]#[N:8], predict the reactants needed to synthesize it. The reactants are: [CH:1]([C:3]1[CH:10]=[CH:9][C:6]([C:7]#[N:8])=[C:5]([F:11])[CH:4]=1)=[CH2:2].C1C=C(Cl)C=C(C(OO)=[O:20])C=1. (3) Given the product [CH2:1]([N:8]1[CH2:12][CH2:11][C@@H:10]([NH:13][C:14]2[N:19]=[CH:18][C:17](/[CH:20]=[CH:21]/[C:22]([NH:33][O:32][CH:27]3[CH2:28][CH2:29][CH2:30][CH2:31][O:26]3)=[O:24])=[CH:16][C:15]=2[CH3:25])[CH2:9]1)[C:2]1[CH:3]=[CH:4][CH:5]=[CH:6][CH:7]=1, predict the reactants needed to synthesize it. The reactants are: [CH2:1]([N:8]1[CH2:12][CH2:11][C@@H:10]([NH:13][C:14]2[N:19]=[CH:18][C:17](/[CH:20]=[CH:21]/[C:22]([OH:24])=O)=[CH:16][C:15]=2[CH3:25])[CH2:9]1)[C:2]1[CH:7]=[CH:6][CH:5]=[CH:4][CH:3]=1.[O:26]1[CH2:31][CH2:30][CH2:29][CH2:28][CH:27]1[O:32][NH2:33].C1C=CC2N(O)N=NC=2C=1.CCN=C=NCCCN(C)C. (4) Given the product [N:21]1([C:18]2[CH:19]=[CH:20][C:15]([C@H:11]([CH3:10])[CH2:12][CH:13]=[O:14])=[CH:16][CH:17]=2)[CH2:25][CH2:24][CH2:23][CH2:22]1, predict the reactants needed to synthesize it. The reactants are: C(O[CH2:10][C@H:11]([C:15]1[CH:20]=[CH:19][C:18]([N:21]2[CH2:25][CH2:24][CH2:23][CH2:22]2)=[CH:17][CH:16]=1)[CH2:12][CH:13]=[O:14])(=O)C1C=CC=CC=1.